This data is from CYP2C9 inhibition data for predicting drug metabolism from PubChem BioAssay. The task is: Regression/Classification. Given a drug SMILES string, predict its absorption, distribution, metabolism, or excretion properties. Task type varies by dataset: regression for continuous measurements (e.g., permeability, clearance, half-life) or binary classification for categorical outcomes (e.g., BBB penetration, CYP inhibition). Dataset: cyp2c9_veith. (1) The drug is Cc1ccc(C(=O)O/N=C\c2ccc(N3CCCCC3)c([N+](=O)[O-])c2)cc1. The result is 1 (inhibitor). (2) The drug is c1cc(CN2CCCC3(CCNCC3)C2)ccn1. The result is 0 (non-inhibitor). (3) The molecule is CCc1ccc(OCCCC(=O)Nc2ccc(N3CCCCC3)cc2)cc1. The result is 0 (non-inhibitor). (4) The drug is CN1CCN(c2ncc3nc(-c4ccc(Cl)cc4)c(=O)n(Cc4cccs4)c3n2)CC1. The result is 0 (non-inhibitor). (5) The drug is O=C(O)CN(CCOCCOCCN(CC(=O)O)CC(=O)O)CC(=O)O. The result is 0 (non-inhibitor). (6) The molecule is COCCn1c(=O)c(-c2ccc(OC)cc2)nc2cnc(Nc3cccc(OC)c3)nc21. The result is 0 (non-inhibitor). (7) The molecule is CC(C)=N[C@H](C(=O)O)C(C)(C)S. The result is 0 (non-inhibitor). (8) The compound is C=CCn1c(SC(C)C(=O)NCc2ccc3c(c2)OCO3)nc2scc(-c3ccccc3)c2c1=O. The result is 1 (inhibitor). (9) The drug is CCOc1ccc(NC(=S)N(Cc2ccc(N(C)C)cc2)Cc2ccco2)cc1. The result is 1 (inhibitor).